From a dataset of NCI-60 drug combinations with 297,098 pairs across 59 cell lines. Regression. Given two drug SMILES strings and cell line genomic features, predict the synergy score measuring deviation from expected non-interaction effect. (1) Drug 1: C1=NC(=NC(=O)N1C2C(C(C(O2)CO)O)O)N. Drug 2: CC1=C(N=C(N=C1N)C(CC(=O)N)NCC(C(=O)N)N)C(=O)NC(C(C2=CN=CN2)OC3C(C(C(C(O3)CO)O)O)OC4C(C(C(C(O4)CO)O)OC(=O)N)O)C(=O)NC(C)C(C(C)C(=O)NC(C(C)O)C(=O)NCCC5=NC(=CS5)C6=NC(=CS6)C(=O)NCCC[S+](C)C)O. Cell line: SF-295. Synergy scores: CSS=46.1, Synergy_ZIP=-1.18, Synergy_Bliss=-1.39, Synergy_Loewe=1.25, Synergy_HSA=3.65. (2) Drug 1: CCCS(=O)(=O)NC1=C(C(=C(C=C1)F)C(=O)C2=CNC3=C2C=C(C=N3)C4=CC=C(C=C4)Cl)F. Drug 2: CCC1(CC2CC(C3=C(CCN(C2)C1)C4=CC=CC=C4N3)(C5=C(C=C6C(=C5)C78CCN9C7C(C=CC9)(C(C(C8N6C)(C(=O)OC)O)OC(=O)C)CC)OC)C(=O)OC)O.OS(=O)(=O)O. Cell line: MCF7. Synergy scores: CSS=39.8, Synergy_ZIP=12.5, Synergy_Bliss=13.2, Synergy_Loewe=-27.9, Synergy_HSA=12.2. (3) Cell line: UACC-257. Drug 1: COC1=C(C=C2C(=C1)N=CN=C2NC3=CC(=C(C=C3)F)Cl)OCCCN4CCOCC4. Drug 2: CC1CCC2CC(C(=CC=CC=CC(CC(C(=O)C(C(C(=CC(C(=O)CC(OC(=O)C3CCCCN3C(=O)C(=O)C1(O2)O)C(C)CC4CCC(C(C4)OC)OCCO)C)C)O)OC)C)C)C)OC. Synergy scores: CSS=6.09, Synergy_ZIP=-1.43, Synergy_Bliss=-0.0842, Synergy_Loewe=-3.62, Synergy_HSA=-4.27. (4) Drug 1: C1=NC2=C(N=C(N=C2N1C3C(C(C(O3)CO)O)F)Cl)N. Drug 2: CC1=C2C(C(=O)C3(C(CC4C(C3C(C(C2(C)C)(CC1OC(=O)C(C(C5=CC=CC=C5)NC(=O)C6=CC=CC=C6)O)O)OC(=O)C7=CC=CC=C7)(CO4)OC(=O)C)O)C)OC(=O)C. Cell line: UO-31. Synergy scores: CSS=1.36, Synergy_ZIP=-1.04, Synergy_Bliss=-0.816, Synergy_Loewe=-1.19, Synergy_HSA=-0.990. (5) Drug 1: CNC(=O)C1=NC=CC(=C1)OC2=CC=C(C=C2)NC(=O)NC3=CC(=C(C=C3)Cl)C(F)(F)F. Drug 2: COCCOC1=C(C=C2C(=C1)C(=NC=N2)NC3=CC=CC(=C3)C#C)OCCOC.Cl. Cell line: ACHN. Synergy scores: CSS=17.3, Synergy_ZIP=-1.10, Synergy_Bliss=3.68, Synergy_Loewe=-18.0, Synergy_HSA=-2.22.